This data is from Catalyst prediction with 721,799 reactions and 888 catalyst types from USPTO. The task is: Predict which catalyst facilitates the given reaction. Reactant: [Cl:1][C:2]1[C:8]([N:9]2[CH2:13][CH2:12][C:11]([F:15])([F:14])[CH2:10]2)=[CH:7][C:5]([NH2:6])=[C:4]([N+:16]([O-])=O)[CH:3]=1. Product: [ClH:1].[ClH:1].[Cl:1][C:2]1[CH:3]=[C:4]([NH2:16])[C:5]([NH2:6])=[CH:7][C:8]=1[N:9]1[CH2:13][CH2:12][C:11]([F:15])([F:14])[CH2:10]1. The catalyst class is: 354.